This data is from Experimentally validated miRNA-target interactions with 360,000+ pairs, plus equal number of negative samples. The task is: Binary Classification. Given a miRNA mature sequence and a target amino acid sequence, predict their likelihood of interaction. (1) The miRNA is hsa-miR-6787-3p with sequence UCUCAGCUGCUGCCCUCUCCAG. The protein sequence of the target gene is MAEASAAGADSGAAVAAHRFFCHFCKGEVSPKLPEYICPRCESGFIEEVTDDSSFLGGGGSRIDNTTTTHFAELWGHLDHTMFFQDFRPFLSSSPLDQDNRANERGHQTHTDFWGARPPRLPLGRRYRSRGSSRPDRSPAIEGILQHIFAGFFANSAIPGSPHPFSWSGMLHSNPGDYAWGQTGLDAIVTQLLGQLENTGPPPADKEKITSLPTVTVTQEQVDMGLECPVCKEDYTVEEEVRQLPCNHFFHSSCIVPWLELHDTCPVCRKSLNGEDSTRQSQSTEASASNRFSNDSQLHD.... Result: 1 (interaction). (2) The miRNA is hsa-miR-299-3p with sequence UAUGUGGGAUGGUAAACCGCUU. The protein sequence of the target gene is MSSKRAKAKTTKKRPQRATSNVFAMFDQSQIQEFKEAFNMIDQNRDGFIDKEDLHDMLASLGKNPTDEYLEGMMNEAPGPINFTMFLTMFGEKLNGTDPEDVIRNAFACFDEEASGFIHEDHLRELLTTMGDRFTDEEVDEMYREAPIDKKGNFNYVEFTRILKHGAKDKDD. Result: 0 (no interaction). (3) The miRNA is hsa-miR-6799-5p with sequence GGGGAGGUGUGCAGGGCUGG. The protein sequence of the target gene is MAPPSVFAQVPQAPPVLVFKLTADFRDDPDPRKVNLGVGAYRTDESQPWVLPVVRKVEQKIANDNSLNHEYLPILGLAEFRSCASRLVLGDNSLAIRENRVGGVQSLGGTGALRIGADFLGRWYNGTDNKNTPIYVSSPTWENHNAVFSAAGFKDIRPYCYWDAEKRGLDLQGFLNDLENAPEFSIFVLHACAHNPTGTDPTPEQWKQIAAVMQRRFLFPFFDSAYQGFASGDLEKDAWAIRYFVSEGFELFCAQSFSKNFGLYNERVGNLTVVGKESDSVLRVLSQMEKIVRITWSNPP.... Result: 0 (no interaction). (4) The miRNA is hsa-miR-92b-5p with sequence AGGGACGGGACGCGGUGCAGUG. The protein sequence of the target gene is MLGSSVKSVQPEVELSGGSGSGGDEGADESRGASRKAAAADGRGMLPKRAKAAGGSGSMAKASAAELKVFKSGSVDSRVPGGLPTSNLRKQKSLTNLSFLTDSEKKLQLYEPEWSDDMAKAPKGLGKLGPKGRETPLMSKTLSKSEHSLFQPKGGSTGGAKTPLAPLAPSLGKPSRIPRGPYAEVKPLSKAPEAAVSDDGKSDDELLSSKAKAQKGSGTVPSAKGQEERAFLKVDPELVVTVLGDLEQLLFSQMLDPESQRKRTVQNVLDLRQNLEETMSSLRGSQVTHSSLEMPCYDSD.... Result: 0 (no interaction). (5) The miRNA is hsa-miR-548am-3p with sequence CAAAAACUGCAGUUACUUUUGU. The protein sequence of the target gene is MVNEYKKILLLKGFELMDDYHFTSIKSLLAYDLGLTTKMQEEYNRIKITDLMEKKFQGVACLDKLIELAKDMPSLKNLVNNLRKEKSKVAKKIKTQEKAPVKKINQEEVGLAAPAPTARNKLTSEARGRIPVAQKRKTPNKEKTEAKRNKVSQEQSKPPGPSGASTSAAVDHPPLPQTSSSTPSNTSFTPNQETQAQRQVDARRNVPQNDPVTVVVLKATAPFKYESPENGKSTMFHATVASKTQYFHVKVFDINLKEKFVRKKVITISDYSECKGVMEIKEASSVSDFNQNFEVPNRII.... Result: 0 (no interaction). (6) The miRNA is hsa-miR-4712-5p with sequence UCCAGUACAGGUCUCUCAUUUC. The protein sequence of the target gene is MSPPSATAGDINHREVDPTIWRACAGASVQIPVLHSRVYYFPQGHVEHCCPLLSTLPSSTSPVPCIITSIQLLADPVTDEVFAHLILQPMTQQQFTPTNYSRFGRFDGDVDDNNKVTTFAKILTPSDANNGGGFSVPRFCADSVFPLLNFQIDPPVQKLYVTDIHGAVWDFRHIYRGTPRRHLLTTGWSKFVNSKKLIAGDSVVFMRKSADEMFIGVRRTPISSSDGGSSYYGGDEYNGYYSQSSVAKEDDGSPKKTFRRSGNGKLTAEAVTDAINRASQGLPFEVVFYPAAGWSEFVVR.... Result: 0 (no interaction). (7) Result: 1 (interaction). The protein sequence of the target gene is MTDALLPAAPQPLEKENDGYFRKGCNPLAQTGRSKLQNQRAALNQQILKAVRMRTGAENLLKVATNSKVREQVRLELSFVNSDLQMLKEELEGLNISVGVYQNTEEAFTIPLIPLGLKETKDVDFAVVLKDFILEHYSEDGYLYEDEIADLMDLRQACRTPSRDEAGVELLMTYFIQLGFVESRFFPPTRQMGLLFTWYDSLTGVPVSQQNLLLEKASVLFNTGALYTQIGTRCDRQTQAGLESAIDAFQRAAGVLNYLKDTFTHTPSYDMSPAMLSVLVKMMLAQAQESVFEKISLPGI.... The miRNA is hsa-miR-3187-5p with sequence CCUGGGCAGCGUGUGGCUGAAGG. (8) The miRNA is hsa-miR-1299 with sequence UUCUGGAAUUCUGUGUGAGGGA. The protein sequence of the target gene is MPRGPVAALLLLILHGAWSCLDLTCYTDYLWTITCVLETRSPNPSILSLTWQDEYEELQDQETFCSLHRSGHNTTHIWYTCHMRLSQFLSDEVFIVNVTDQSGNNSQECGSFVLAESIKPAPPLNVTVAFSGRYDISWDSAYDEPSNYVLRGKLQYELQYRNLRDPYAVRPVTKLISVDSRNVSLLPEEFHKDSSYQLQVRAAPQPGTSFRGTWSEWSDPVIFQTQAGEPEAGWDPHMLLLLAVLIIVLVFMGLKIHLPWRLWKKIWAPVPTPESFFQPLYREHSGNFKKWVNTPFTASS.... Result: 0 (no interaction). (9) The miRNA is mmu-miR-466l-3p with sequence UAUAAAUACAUGCACACAUAUU. The protein sequence of the target gene is MNRFNGLCKVCSERRYRQITIRRGKDGFGFTICCDSPVRVQAVDSGGPAERAGLQQLDTVLQLNERPVEHWKCVELAHEIRSCPSEIILLVWRVVPQIKPGPDGGVLRRASCKSTHDLLSPPNKREKNCTHGAPVRPEQRHSCHLVCDSSDGLLLGGWERYTEVGKRSGQHTLPALSRTTTPTDPNYIILAPLNPGSQLLRPVYQEDTIPEEPGTTTKGKSYTGLGKKSRLMKTVQTMKGHSNYQDCSALRPHIPHSSYGTYVTLAPKVLVFPVFVQPLDLCNPARTLLLSEELLLYEGR.... Result: 1 (interaction).